From a dataset of Full USPTO retrosynthesis dataset with 1.9M reactions from patents (1976-2016). Predict the reactants needed to synthesize the given product. (1) Given the product [CH3:33][C@@H:34]([O:38][C:39]1[N:47]=[C:46]2[C:42]([N:43]=[C:44]([O:48][CH3:49])[N:45]2[CH2:52][CH2:53][CH2:54][CH2:55][CH:56]2[CH2:60][CH2:59][O:58][CH2:57]2)=[C:41]([NH2:50])[N:40]=1)[CH2:35][CH2:36][CH3:37], predict the reactants needed to synthesize it. The reactants are: C(NC1N=C2C(N=C(OC)N2CCCC2CCOC2)=C(N)N=1)CCC.FC(F)(F)C(O)=O.[CH3:33][C@@H:34]([O:38][C:39]1[NH:40][C:41]([NH2:50])=[C:42]2[C:46]([N:47]=1)=[N:45][C:44]([O:48][CH3:49])=[N:43]2)[CH2:35][CH2:36][CH3:37].Br[CH2:52][CH2:53][CH2:54][CH2:55][CH:56]1[CH2:60][CH2:59][O:58][CH2:57]1. (2) Given the product [S:30]1[C:31]2[CH:37]=[CH:36][CH:35]=[CH:34][C:32]=2[N:33]=[C:29]1[O:28][CH2:27][C:24]1[CH:25]=[CH:26][C:21]([C:18]2[CH:19]=[CH:20][C:15]([S:12]([NH:11][CH:7]([CH:8]([CH3:10])[CH3:9])[C:6]([OH:38])=[O:5])(=[O:14])=[O:13])=[CH:16][CH:17]=2)=[CH:22][CH:23]=1, predict the reactants needed to synthesize it. The reactants are: C([O:5][C:6](=[O:38])[CH:7]([NH:11][S:12]([C:15]1[CH:20]=[CH:19][C:18]([C:21]2[CH:26]=[CH:25][C:24]([CH2:27][O:28][C:29]3[S:30][C:31]4[CH:37]=[CH:36][CH:35]=[CH:34][C:32]=4[N:33]=3)=[CH:23][CH:22]=2)=[CH:17][CH:16]=1)(=[O:14])=[O:13])[CH:8]([CH3:10])[CH3:9])(C)(C)C.C(O)(C(F)(F)F)=O. (3) Given the product [NH2:8][C:9]1[S:13][C:12]([C:14]2[CH:15]=[CH:16][C:17]([C:18]([O:20][CH2:21][C:22]3[CH:23]=[CH:24][CH:25]=[CH:26][CH:27]=3)=[O:19])=[CH:28][CH:29]=2)=[CH:11][C:10]=1[C:30]([N:32]1[CH2:33][CH2:34][CH:35]([N:38]2[CH2:50][CH2:49][CH2:48][C:40]3([C:44](=[O:45])[O:43][C:42]([CH3:47])([CH3:46])[CH2:41]3)[CH2:39]2)[CH2:36][CH2:37]1)=[O:31], predict the reactants needed to synthesize it. The reactants are: C(OC([NH:8][C:9]1[S:13][C:12]([C:14]2[CH:29]=[CH:28][C:17]([C:18]([O:20][CH2:21][C:22]3[CH:27]=[CH:26][CH:25]=[CH:24][CH:23]=3)=[O:19])=[CH:16][CH:15]=2)=[CH:11][C:10]=1[C:30]([N:32]1[CH2:37][CH2:36][CH:35]([N:38]2[CH2:50][CH2:49][CH2:48][C:40]3([C:44](=[O:45])[O:43][C:42]([CH3:47])([CH3:46])[CH2:41]3)[CH2:39]2)[CH2:34][CH2:33]1)=[O:31])=O)(C)(C)C.C(=O)([O-])O.[Na+]. (4) Given the product [CH2:33]([N:21]1[CH:22]=[C:23]([C:25]2[CH:30]=[CH:29][C:28]([Cl:31])=[CH:27][C:26]=2[Cl:32])[N:24]=[C:20]1[C@@H:19]([NH:37][C:48]([NH:47][C:41]1[CH:42]=[CH:43][C:44]([F:46])=[CH:45][C:40]=1[F:39])=[O:49])[CH2:18][C:15]1[CH:16]=[CH:17][C:12]([O:11][C:8]2[CH:9]=[CH:10][C:5]([C:4]([OH:3])=[O:38])=[CH:6][CH:7]=2)=[CH:13][CH:14]=1)[CH2:34][CH2:35][CH3:36], predict the reactants needed to synthesize it. The reactants are: Cl.C[O:3][C:4](=[O:38])[C:5]1[CH:10]=[CH:9][C:8]([O:11][C:12]2[CH:17]=[CH:16][C:15]([CH2:18][C@H:19]([NH2:37])[C:20]3[N:21]([CH2:33][CH2:34][CH2:35][CH3:36])[CH:22]=[C:23]([C:25]4[CH:30]=[CH:29][C:28]([Cl:31])=[CH:27][C:26]=4[Cl:32])[N:24]=3)=[CH:14][CH:13]=2)=[CH:7][CH:6]=1.[F:39][C:40]1[CH:45]=[C:44]([F:46])[CH:43]=[CH:42][C:41]=1[N:47]=[C:48]=[O:49].NC(N)=O. (5) Given the product [CH2:1]([O:3][C:4]([C:6]1[C:7]([CH2:11][OH:12])=[N:8][NH:9][CH:10]=1)=[O:5])[CH3:2], predict the reactants needed to synthesize it. The reactants are: [CH2:1]([O:3][C:4]([C:6]1[C:7]([CH2:11][O:12]C(C)(C)C)=[N:8][NH:9][CH:10]=1)=[O:5])[CH3:2]. (6) Given the product [CH2:33]([O:32][C:30]([C:2]1[N:7]=[C:6]2[N:8]([CH:11]([C:13]3[C:14]([F:24])=[C:15]4[C:20](=[CH:21][C:22]=3[F:23])[N:19]=[CH:18][CH:17]=[CH:16]4)[CH3:12])[N:9]=[N:10][C:5]2=[N:4][CH:3]=1)=[CH2:31])[CH3:34], predict the reactants needed to synthesize it. The reactants are: Br[C:2]1[N:7]=[C:6]2[N:8]([CH:11]([C:13]3[C:14]([F:24])=[C:15]4[C:20](=[CH:21][C:22]=3[F:23])[N:19]=[CH:18][CH:17]=[CH:16]4)[CH3:12])[N:9]=[N:10][C:5]2=[N:4][CH:3]=1.C([Sn](CCCC)(CCCC)[C:30]([O:32][CH2:33][CH3:34])=[CH2:31])CCC. (7) The reactants are: Cl[C:2](Cl)([O:4]C(=O)OC(Cl)(Cl)Cl)Cl.[N:13]1([N:19]2[CH2:23][CH2:22][NH:21][C:20]2=[O:24])[CH2:18][CH2:17][CH2:16][CH2:15][CH2:14]1.[F:25][C:26]1[CH:27]=[C:28]([NH2:48])[CH:29]=[CH:30][C:31]=1[O:32][C:33]1[CH:38]=[CH:37][N:36]=[C:35]2[CH:39]=[C:40]([C:42]3[N:43]=[CH:44][N:45]([CH3:47])[CH:46]=3)[S:41][C:34]=12.CCN(C(C)C)C(C)C. Given the product [F:25][C:26]1[CH:27]=[C:28]([NH:48][C:2]([N:21]2[CH2:22][CH2:23][N:19]([N:13]3[CH2:14][CH2:15][CH2:16][CH2:17][CH2:18]3)[C:20]2=[O:24])=[O:4])[CH:29]=[CH:30][C:31]=1[O:32][C:33]1[CH:38]=[CH:37][N:36]=[C:35]2[CH:39]=[C:40]([C:42]3[N:43]=[CH:44][N:45]([CH3:47])[CH:46]=3)[S:41][C:34]=12, predict the reactants needed to synthesize it. (8) Given the product [CH3:1][N:2]([CH3:11])[C:3]1[CH:8]=[CH:7][CH:6]=[C:5]([CH2:9][N:23]2[CH:24]=[C:20]([B:15]3[O:14][C:13]([CH3:25])([CH3:12])[C:17]([CH3:19])([CH3:18])[O:16]3)[CH:21]=[N:22]2)[CH:4]=1, predict the reactants needed to synthesize it. The reactants are: [CH3:1][N:2]([CH3:11])[C:3]1[CH:4]=[C:5]([CH2:9]O)[CH:6]=[CH:7][CH:8]=1.[CH3:12][C:13]1([CH3:25])[C:17]([CH3:19])([CH3:18])[O:16][B:15]([C:20]2[CH:21]=[N:22][NH:23][CH:24]=2)[O:14]1.C(C=P(CCCC)(CCCC)CCCC)#N. (9) The reactants are: [CH3:1][C@@H:2]([O:6][C:7]1[CH:8]=[CH:9][C:10]2[CH2:11][N:12](C(OC(C)(C)C)=O)[CH2:13][CH2:14][O:15][C:16]=2[N:17]=1)[CH:3]([CH3:5])[CH3:4].[ClH:25].C(OCC)(=O)C. Given the product [ClH:25].[CH3:1][C@@H:2]([O:6][C:7]1[CH:8]=[CH:9][C:10]2[CH2:11][NH:12][CH2:13][CH2:14][O:15][C:16]=2[N:17]=1)[CH:3]([CH3:4])[CH3:5], predict the reactants needed to synthesize it.